From a dataset of Forward reaction prediction with 1.9M reactions from USPTO patents (1976-2016). Predict the product of the given reaction. (1) Given the reactants [N:1]1[CH:6]=[CH:5][CH:4]=[C:3]([C:7]2[S:8][C:9]([C:12](=O)[CH3:13])=[CH:10][N:11]=2)[CH:2]=1.Cl.[NH2:16][OH:17].C(=O)([O-])[O-].[K+].[K+], predict the reaction product. The product is: [N:1]1[CH:6]=[CH:5][CH:4]=[C:3]([C:7]2[S:8][C:9]([C:12](=[N:16][OH:17])[CH3:13])=[CH:10][N:11]=2)[CH:2]=1. (2) Given the reactants [Cl:1][C:2]1[CH:3]=[C:4]([CH:21]=[CH:22][C:23]=1[Cl:24])[CH2:5][N:6]1[CH2:11][CH2:10][CH:9]([NH:12][C:13](=[O:20])[CH2:14][CH2:15][C:16]([NH:18][NH2:19])=[O:17])[CH2:8][CH2:7]1.[N:25]([C:28]1[CH:37]=[CH:36][C:31]([C:32]([O:34][CH3:35])=[O:33])=[CH:30][CH:29]=1)=[C:26]=S, predict the reaction product. The product is: [Cl:1][C:2]1[CH:3]=[C:4]([CH:21]=[CH:22][C:23]=1[Cl:24])[CH2:5][N:6]1[CH2:7][CH2:8][CH:9]([NH:12][C:13](=[O:20])[CH2:14][CH2:15][C:16]2[O:17][C:26]([NH:25][C:28]3[CH:37]=[CH:36][C:31]([C:32]([O:34][CH3:35])=[O:33])=[CH:30][CH:29]=3)=[N:19][N:18]=2)[CH2:10][CH2:11]1. (3) Given the reactants [CH3:1][C:2]1[C:3]([NH:22][C@@H:23]2[CH2:28][CH2:27][CH2:26][N:25](C(OC(C)(C)C)=O)[CH2:24]2)=[N:4][C:5]2[C:10]([N:11]=1)=[CH:9][CH:8]=[CH:7][C:6]=2[C:12]1[NH:20][C:19]2[CH2:18][CH2:17][NH:16][C:15](=[O:21])[C:14]=2[CH:13]=1.C(O)(C(F)(F)F)=O, predict the reaction product. The product is: [CH3:1][C:2]1[C:3]([NH:22][C@@H:23]2[CH2:28][CH2:27][CH2:26][NH:25][CH2:24]2)=[N:4][C:5]2[C:10](=[CH:9][CH:8]=[CH:7][C:6]=2[C:12]2[NH:20][C:19]3[CH2:18][CH2:17][NH:16][C:15](=[O:21])[C:14]=3[CH:13]=2)[N:11]=1. (4) Given the reactants [F:1][C:2]1[CH:24]=[CH:23][C:5]([CH2:6][C@@H:7]2[CH2:12][C@@H:11]([C:13]3[O:17][NH:16][C:15](=[O:18])[CH:14]=3)[CH2:10][CH2:9][N:8]2C(OC)=O)=[CH:4][CH:3]=1.Br, predict the reaction product. The product is: [F:1][C:2]1[CH:24]=[CH:23][C:5]([CH2:6][C@@H:7]2[CH2:12][C@@H:11]([C:13]3[O:17][NH:16][C:15](=[O:18])[CH:14]=3)[CH2:10][CH2:9][NH:8]2)=[CH:4][CH:3]=1.